Dataset: Forward reaction prediction with 1.9M reactions from USPTO patents (1976-2016). Task: Predict the product of the given reaction. (1) Given the reactants Cl[C:2]1[CH:7]=[CH:6][C:5]([N+:8]([O-:10])=[O:9])=[CH:4][N:3]=1.C(=O)([O-])[O-].[K+].[K+].[CH3:17][CH:18]1[C:22]2[C:23]([OH:27])=[CH:24][CH:25]=[CH:26][C:21]=2[CH2:20][O:19]1, predict the reaction product. The product is: [CH3:17][CH:18]1[C:22]2[C:23]([O:27][C:2]3[CH:7]=[CH:6][C:5]([N+:8]([O-:10])=[O:9])=[CH:4][N:3]=3)=[CH:24][CH:25]=[CH:26][C:21]=2[CH2:20][O:19]1. (2) Given the reactants [NH2:1][NH:2][C:3]([C:5]1[CH:10]=[N:9][CH:8]=[CH:7][N:6]=1)=[NH:4].[OH:11][C:12]1[CH:19]=[CH:18][C:17]([CH3:20])=[CH:16][C:13]=1[CH:14]=O, predict the reaction product. The product is: [CH3:20][C:17]1[CH:18]=[CH:19][C:12]([OH:11])=[C:13]([C:14]2[NH:1][N:2]=[C:3]([C:5]3[CH:10]=[N:9][CH:8]=[CH:7][N:6]=3)[N:4]=2)[CH:16]=1. (3) Given the reactants C1(S([N:10]2[C:14]3=[N:15][CH:16]=[C:17]([S:19][C:20]4[CH:25]=[CH:24][CH:23]=[CH:22][CH:21]=4)[CH:18]=[C:13]3[C:12]([C:26]3[CH:27]=[N:28][NH:29][CH:30]=3)=[CH:11]2)(=O)=O)C=CC=CC=1.[OH-].[Na+], predict the reaction product. The product is: [C:20]1([S:19][C:17]2[CH:18]=[C:13]3[C:12]([C:26]4[CH:30]=[N:29][NH:28][CH:27]=4)=[CH:11][NH:10][C:14]3=[N:15][CH:16]=2)[CH:21]=[CH:22][CH:23]=[CH:24][CH:25]=1. (4) Given the reactants FC(F)(F)S(O[C:7]1[CH2:15][C@@H:14]2[N:10]([CH2:11][C@H:12]([O:23][C@@H:24]([C:26]3[CH:31]=[C:30]([C:32]([F:35])([F:34])[F:33])[CH:29]=[C:28]([C:36]([F:39])([F:38])[F:37])[CH:27]=3)[CH3:25])[C@H:13]2[C:16]2[CH:21]=[CH:20][C:19]([F:22])=[CH:18][CH:17]=2)[C:9](=[O:40])[CH:8]=1)(=O)=O.[CH2:43]([OH:48])/[CH:44]=[CH:45]\[CH2:46][OH:47].C([O-])(O)=O.[Na+].CCOC(C)=O, predict the reaction product. The product is: [F:37][C:36]([F:39])([F:38])[C:28]1[CH:27]=[C:26]([C@H:24]([O:23][C@H:12]2[CH2:11][N:10]3[C@@H:14]([CH2:15][C:7]([CH:45]4[CH2:44][C:43](=[O:48])[O:47][CH2:46]4)=[CH:8][C:9]3=[O:40])[C@@H:13]2[C:16]2[CH:17]=[CH:18][C:19]([F:22])=[CH:20][CH:21]=2)[CH3:25])[CH:31]=[C:30]([C:32]([F:35])([F:34])[F:33])[CH:29]=1. (5) The product is: [CH2:1]([NH:4][C:12](=[O:19])[C:13]1[CH:18]=[CH:17][CH:16]=[CH:15][CH:14]=1)[C:2]#[CH:3]. Given the reactants [CH2:1]([NH2:4])[C:2]#[CH:3].C(N(CC)CC)C.[C:12](Cl)(=[O:19])[C:13]1[CH:18]=[CH:17][CH:16]=[CH:15][CH:14]=1, predict the reaction product.